This data is from Forward reaction prediction with 1.9M reactions from USPTO patents (1976-2016). The task is: Predict the product of the given reaction. (1) Given the reactants Cl[CH2:2][C:3]([N:5]1[CH2:10][CH2:9][N:8]([CH:11]2[CH2:14][CH2:13][CH2:12]2)[CH2:7][CH2:6]1)=[O:4].[NH:15]1[CH2:20][CH2:19][CH:18]([NH:21][C:22](=[O:28])[O:23][C:24]([CH3:27])([CH3:26])[CH3:25])[CH2:17][CH2:16]1.C(=O)([O-])[O-].[K+].[K+].C(=O)(O)[O-].[Na+], predict the reaction product. The product is: [CH:11]1([N:8]2[CH2:9][CH2:10][N:5]([C:3](=[O:4])[CH2:2][N:15]3[CH2:16][CH2:17][CH:18]([NH:21][C:22](=[O:28])[O:23][C:24]([CH3:26])([CH3:25])[CH3:27])[CH2:19][CH2:20]3)[CH2:6][CH2:7]2)[CH2:14][CH2:13][CH2:12]1. (2) Given the reactants [Na].C(O)C.[C:5]([O:13][CH2:14][CH3:15])(=[O:12])[CH2:6][C:7]([O:9][CH2:10][CH3:11])=[O:8].Br[CH2:17][C:18]1[CH:23]=[CH:22][C:21]([C:24]([F:27])([F:26])[F:25])=[CH:20][C:19]=1[CH2:28]Br, predict the reaction product. The product is: [F:25][C:24]([F:26])([F:27])[C:21]1[CH:20]=[C:19]2[C:18](=[CH:23][CH:22]=1)[CH2:17][C:6]([C:7]([O:9][CH2:10][CH3:11])=[O:8])([C:5]([O:13][CH2:14][CH3:15])=[O:12])[CH2:28]2.